From a dataset of Forward reaction prediction with 1.9M reactions from USPTO patents (1976-2016). Predict the product of the given reaction. (1) Given the reactants Br[C:2]1[CH:7]=[CH:6][C:5]([Br:8])=[CH:4][N:3]=1.[Br-].[F:10][C:11]1[CH:18]=[CH:17][CH:16]=[C:15]([F:19])[C:12]=1[CH2:13][Zn+], predict the reaction product. The product is: [Br:8][C:5]1[CH:6]=[CH:7][C:2]([CH2:13][C:12]2[C:11]([F:10])=[CH:18][CH:17]=[CH:16][C:15]=2[F:19])=[N:3][CH:4]=1. (2) The product is: [NH2:14][C:15]1[NH:16][N:17]([C:26]2[C:27]([Cl:34])=[CH:28][C:29]([Cl:33])=[CH:30][C:31]=2[Cl:32])[C:18](=[O:25])[C:19]=1[N:20]1[CH:24]=[CH:23][CH:22]=[N:21]1. Given the reactants [OH-].[Ba+2].[OH-].[OH-].[Na+].C([NH:14][C:15]1[NH:16][N:17]([C:26]2[C:31]([Cl:32])=[CH:30][C:29]([Cl:33])=[CH:28][C:27]=2[Cl:34])[C:18](=[O:25])[C:19]=1[N:20]1[CH:24]=[CH:23][CH:22]=[N:21]1)(=O)C1C=CC=CC=1, predict the reaction product.